Task: Predict the reaction yield, written as a fraction of the theoretical maximum amount of product (1.0 means a 100% yield; for example, 0.34 means a 34% yield).. Dataset: Reaction yield outcomes from USPTO patents with 853,638 reactions (1) The reactants are Cl[C:2]1[CH:3]=[C:4]([C:14]([NH:16][CH2:17][C:18]2[C:19](=[O:26])[NH:20][C:21]([CH3:25])=[CH:22][C:23]=2[CH3:24])=[O:15])[C:5]2[CH:10]=[N:9][N:8]([CH:11]([CH3:13])[CH3:12])[C:6]=2[N:7]=1.[NH2:27][C:28]1[CH:33]=[CH:32][C:31](B(O)O)=[CH:30][CH:29]=1.C(=O)(O)[O-].[Na+].C(Cl)Cl.CO. The catalyst is COCCOC.O.C1C=CC(P(C2C=CC=CC=2)[C-]2C=CC=C2)=CC=1.C1C=CC(P(C2C=CC=CC=2)[C-]2C=CC=C2)=CC=1.Cl[Pd]Cl.[Fe+2].C(Cl)Cl. The product is [NH2:27][C:28]1[CH:33]=[CH:32][C:31]([C:2]2[CH:3]=[C:4]([C:14]([NH:16][CH2:17][C:18]3[C:19](=[O:26])[NH:20][C:21]([CH3:25])=[CH:22][C:23]=3[CH3:24])=[O:15])[C:5]3[CH:10]=[N:9][N:8]([CH:11]([CH3:13])[CH3:12])[C:6]=3[N:7]=2)=[CH:30][CH:29]=1. The yield is 0.660. (2) The reactants are Cl.[NH2:2][CH:3]1[CH2:8][CH2:7][N:6]([C:9]([O:11][C:12]([CH3:15])([CH3:14])[CH3:13])=[O:10])[CH2:5][CH2:4]1.[N+:16]([C:19]1[CH:26]=[CH:25][C:22]([CH:23]=O)=[CH:21][CH:20]=1)([O-:18])=[O:17].C(N(CC)CC)C.[BH4-].[Na+].C(=O)(O)[O-].[Na+]. The catalyst is CO. The product is [C:12]([O:11][C:9]([N:6]1[CH2:5][CH2:4][CH:3]([NH:2][CH2:23][C:22]2[CH:25]=[CH:26][C:19]([N+:16]([O-:18])=[O:17])=[CH:20][CH:21]=2)[CH2:8][CH2:7]1)=[O:10])([CH3:15])([CH3:14])[CH3:13]. The yield is 0.980.